From a dataset of Forward reaction prediction with 1.9M reactions from USPTO patents (1976-2016). Predict the product of the given reaction. (1) Given the reactants [F:1][C:2]([F:18])([F:17])[C:3]1[S:7][C:6]([CH2:8][NH:9][C:10]([NH:12][C:13]([S:15][CH3:16])=[NH:14])=[O:11])=[CH:5][CH:4]=1.[C:19](OCC)(OCC)(OCC)[CH3:20], predict the reaction product. The product is: [CH3:19][C:20]1[N:9]([CH2:8][C:6]2[S:7][C:3]([C:2]([F:1])([F:17])[F:18])=[CH:4][CH:5]=2)[C:10](=[O:11])[N:12]=[C:13]([S:15][CH3:16])[N:14]=1. (2) Given the reactants [CH:1]1([C:4]2[CH:11]=[CH:10][C:7]([CH:8]=[O:9])=[CH:6][CH:5]=2)[CH2:3][CH2:2]1.Br[C:13]1C=C2C(=C[CH:21]=1)C1(CC1)CC2.[Li]CCCC.CN(C=O)C, predict the reaction product. The product is: [C:1]12([CH2:2][CH2:3]1)[C:4]1[C:11](=[CH:10][C:7]([CH:8]=[O:9])=[CH:6][CH:5]=1)[CH2:21][CH2:13]2. (3) The product is: [Cl:10][C:11]1[C:16]([C:9]#[C:8][C:5]2[CH:6]=[CH:7][C:2]([Cl:1])=[CH:3][CH:4]=2)=[CH:15][N:14]=[CH:13][N:12]=1. Given the reactants [Cl:1][C:2]1[CH:7]=[CH:6][C:5]([C:8]#[CH:9])=[CH:4][CH:3]=1.[Cl:10][C:11]1[C:16](I)=[CH:15][N:14]=[CH:13][N:12]=1.C(N(CC)CC)C, predict the reaction product. (4) The product is: [Br:1][C:2]1[C:10]2[C:5](=[CH:6][C:7]([N+:11]([O-:13])=[O:12])=[CH:8][CH:9]=2)[N:4]([CH2:21][CH2:22][N:23]2[CH2:27][CH2:26][CH2:25][CH2:24]2)[N:3]=1. Given the reactants [Br:1][C:2]1[C:10]2[C:5](=[CH:6][C:7]([N+:11]([O-:13])=[O:12])=[CH:8][CH:9]=2)[NH:4][N:3]=1.C(=O)([O-])[O-].[K+].[K+].Cl[CH2:21][CH2:22][N:23]1[CH2:27][CH2:26][CH2:25][CH2:24]1, predict the reaction product. (5) Given the reactants [CH:1]1([N:6]([CH2:19][C:20]#[CH:21])[C@@H:7]2[CH2:11][CH2:10][N:9]([C:12](OC(C)(C)C)=O)[CH2:8]2)[CH2:5][CH2:4][CH2:3][CH2:2]1.Cl.ClC1[C:25]2[CH:32]=[CH:31][NH:30][C:26]=2[N:27]=[CH:28][N:29]=1.CCN(C(C)C)C(C)C, predict the reaction product. The product is: [CH:1]1([N:6]([CH2:19][C:20]#[CH:21])[C@@H:7]2[CH2:11][CH2:10][N:9]([C:12]3[C:25]4[CH:32]=[CH:31][NH:30][C:26]=4[N:27]=[CH:28][N:29]=3)[CH2:8]2)[CH2:2][CH2:3][CH2:4][CH2:5]1. (6) Given the reactants C(OC([N:8]([C@@H:16]1[CH2:22][CH2:21][C@@H:20]([C:23]2[CH:28]=[CH:27][CH:26]=[C:25]([F:29])[C:24]=2[F:30])[CH2:19][N:18]([CH2:31][C:32]2[S:33][CH:34]=[CH:35][N:36]=2)[C:17]1=[O:37])C(OC(C)(C)C)=O)=O)(C)(C)C.FC(F)(F)C(O)=O, predict the reaction product. The product is: [NH2:8][C@@H:16]1[CH2:22][CH2:21][C@@H:20]([C:23]2[CH:28]=[CH:27][CH:26]=[C:25]([F:29])[C:24]=2[F:30])[CH2:19][N:18]([CH2:31][C:32]2[S:33][CH:34]=[CH:35][N:36]=2)[C:17]1=[O:37]. (7) Given the reactants [N:1]1[CH:2]=[CH:3][N:4]2[CH:9]=[CH:8][C:7]([C:10]([O:12][CH3:13])=[O:11])=[CH:6][C:5]=12.[I:14]N1C(=O)CCC1=O, predict the reaction product. The product is: [I:14][C:3]1[N:4]2[CH:9]=[CH:8][C:7]([C:10]([O:12][CH3:13])=[O:11])=[CH:6][C:5]2=[N:1][CH:2]=1.